Dataset: Reaction yield outcomes from USPTO patents with 853,638 reactions. Task: Predict the reaction yield, written as a fraction of the theoretical maximum amount of product (1.0 means a 100% yield; for example, 0.34 means a 34% yield). (1) The yield is 0.720. The product is [Cl:1][C:2]1[CH:3]=[CH:4][C:5]([O:11][CH3:12])=[C:6]([C:14]2[C:19]([NH2:20])=[CH:18][CH:17]=[CH:16][N:15]=2)[CH:7]=1. The reactants are [Cl:1][C:2]1[CH:3]=[CH:4][C:5]([O:11][CH3:12])=[C:6](B(O)O)[CH:7]=1.Br[C:14]1[C:19]([NH2:20])=[CH:18][CH:17]=[CH:16][N:15]=1. The catalyst is COCCOC.O.C1C=CC([P]([Pd]([P](C2C=CC=CC=2)(C2C=CC=CC=2)C2C=CC=CC=2)([P](C2C=CC=CC=2)(C2C=CC=CC=2)C2C=CC=CC=2)[P](C2C=CC=CC=2)(C2C=CC=CC=2)C2C=CC=CC=2)(C2C=CC=CC=2)C2C=CC=CC=2)=CC=1. (2) The reactants are [F:1][C:2]([F:17])([F:16])[C:3]1[CH:4]=[C:5]([CH:9]=[C:10]([C:12]([F:15])([F:14])[F:13])[CH:11]=1)[C:6](=S)[NH2:7].O.[NH2:19][NH2:20].[CH:21](O)=O.C(=O)(O)[O-].[Na+]. The catalyst is CN(C=O)C. The product is [F:1][C:2]([F:17])([F:16])[C:3]1[CH:4]=[C:5]([C:6]2[N:7]=[CH:21][NH:20][N:19]=2)[CH:9]=[C:10]([C:12]([F:15])([F:14])[F:13])[CH:11]=1. The yield is 0.750. (3) The reactants are [NH2:1][C:2]1[C:3]([N:29]2[CH2:34][CH2:33][O:32][CH2:31][CH2:30]2)=[N:4][C:5]([CH:14]=[CH:15][CH:16]=[CH:17][C:18]2[CH:23]=[CH:22][C:21]([N:24]([CH2:27][CH3:28])[CH2:25][CH3:26])=[CH:20][CH:19]=2)=[N:6][C:7]=1[N:8]1[CH2:13][CH2:12][O:11][CH2:10][CH2:9]1. The catalyst is C(O)C.[Pd]. The product is [NH2:1][C:2]1[C:3]([N:29]2[CH2:30][CH2:31][O:32][CH2:33][CH2:34]2)=[N:4][C:5]([CH2:14][CH2:15][CH2:16][CH2:17][C:18]2[CH:19]=[CH:20][C:21]([N:24]([CH2:25][CH3:26])[CH2:27][CH3:28])=[CH:22][CH:23]=2)=[N:6][C:7]=1[N:8]1[CH2:13][CH2:12][O:11][CH2:10][CH2:9]1. The yield is 0.260. (4) The reactants are [Cl:1][C:2]1[CH:7]=[CH:6][C:5]([C:8](=O)[CH2:9][C:10](=O)[C:11]([F:14])([F:13])[F:12])=[CH:4][C:3]=1[CH3:17].[NH2:18][C:19]1[CH:23]=[CH:22][NH:21][N:20]=1. The catalyst is C(O)(=O)C. The product is [Cl:1][C:2]1[CH:7]=[CH:6][C:5]([C:8]2[CH:9]=[C:10]([C:11]([F:14])([F:13])[F:12])[N:20]3[N:21]=[CH:22][CH:23]=[C:19]3[N:18]=2)=[CH:4][C:3]=1[CH3:17]. The yield is 0.980. (5) The reactants are [Si](OC([NH:11][C@@H:12]1[CH2:20][C:19]2[C:14](=[CH:15][CH:16]=[CH:17][CH:18]=2)[C@H:13]1[CH2:21][O:22][CH2:23][C:24]([O:26][C:27]([CH3:30])([CH3:29])[CH3:28])=[O:25])=O)(C(C)(C)C)(C)C.[F-].C([N+](CCCC)(CCCC)CCCC)CCC.[Cl-].[NH4+]. The catalyst is C1COCC1. The product is [C:27]([O:26][C:24](=[O:25])[CH2:23][O:22][CH2:21][C@@H:13]1[C:14]2[C:19](=[CH:18][CH:17]=[CH:16][CH:15]=2)[CH2:20][C@H:12]1[NH2:11])([CH3:30])([CH3:28])[CH3:29]. The yield is 1.00.